From a dataset of Reaction yield outcomes from USPTO patents with 853,638 reactions. Predict the reaction yield, written as a fraction of the theoretical maximum amount of product (1.0 means a 100% yield; for example, 0.34 means a 34% yield). The reactants are [F:1][C:2]1[CH:7]=[C:6]([I:8])[CH:5]=[CH:4][C:3]=1[CH3:9].[Br:10]N1C(=O)CCC1=O. The catalyst is CC(C)=O. The product is [Br:10][CH2:9][C:3]1[CH:4]=[CH:5][C:6]([I:8])=[CH:7][C:2]=1[F:1].[F:1][C:2]1[CH:7]=[C:6]([I:8])[CH:5]=[CH:4][C:3]=1[CH3:9]. The yield is 0.730.